Dataset: Forward reaction prediction with 1.9M reactions from USPTO patents (1976-2016). Task: Predict the product of the given reaction. (1) Given the reactants [CH2:1]([O:3][C:4]([C:6]1[N:7]=[CH:8][S:9][C:10]=1I)=[O:5])[CH3:2].C(N(CC)CC)C.[C:19]([Si:21]([CH3:24])([CH3:23])[CH3:22])#[CH:20].Cl, predict the reaction product. The product is: [CH3:22][Si:21]([CH3:24])([CH3:23])[C:19]#[C:20][C:10]1[S:9][CH:8]=[N:7][C:6]=1[C:4]([O:3][CH2:1][CH3:2])=[O:5]. (2) The product is: [C:13]([O:17][C:18](=[O:25])[N:19]([CH2:20][CH2:21][N:27]1[CH2:28][C:29]2[C:34](=[CH:33][CH:32]=[CH:31][CH:30]=2)[CH2:26]1)[CH2:23][CH3:24])([CH3:16])([CH3:15])[CH3:14]. Given the reactants N(C(OCC)=O)=NC(OCC)=O.[C:13]([O:17][C:18](=[O:25])[N:19]([CH2:23][CH3:24])[CH2:20][CH2:21]O)([CH3:16])([CH3:15])[CH3:14].[C:26]1(=O)[C:34]2[C:29](=[CH:30][CH:31]=[CH:32][CH:33]=2)[C:28](=O)[NH:27]1.C1(P(C2C=CC=CC=2)C2C=CC=CC=2)C=CC=CC=1, predict the reaction product. (3) Given the reactants F[C:2]1[C:10]([F:11])=[C:9]([F:12])[CH:8]=[CH:7][C:3]=1[C:4]([OH:6])=[O:5].[F:13][C:14]1[CH:20]=[C:19]([C:21]#[C:22][CH2:23][O:24][CH:25]2[CH2:30][CH2:29][CH2:28][CH2:27][O:26]2)[CH:18]=[CH:17][C:15]=1[NH2:16].[Li+].C[Si]([N-][Si](C)(C)C)(C)C, predict the reaction product. The product is: [F:11][C:10]1[C:2]([NH:16][C:15]2[CH:17]=[CH:18][C:19]([C:21]#[C:22][CH2:23][O:24][CH:25]3[CH2:30][CH2:29][CH2:28][CH2:27][O:26]3)=[CH:20][C:14]=2[F:13])=[C:3]([CH:7]=[CH:8][C:9]=1[F:12])[C:4]([OH:6])=[O:5]. (4) The product is: [CH3:2][C:1]1[N:29]([C:15]2[CH:16]=[CH:17][CH:18]=[CH:19][N:14]=2)[C:11]([CH3:12])=[C:5]([C:6]([O:8][CH2:9][CH3:10])=[O:7])[N:4]=1. Given the reactants [C:1]([NH:4][CH:5]([C:11](=O)[CH3:12])[C:6]([O:8][CH2:9][CH3:10])=[O:7])(=O)[CH3:2].[NH2:14][C:15]1C=[CH:19][CH:18]=[CH:17][CH:16]=1.C(O)(=O)C.C(#[N:29])CCC, predict the reaction product. (5) Given the reactants [CH3:1][O:2][C:3]1[CH:49]=[CH:48][C:6]([CH2:7][N:8]([CH2:39][C:40]2[CH:45]=[CH:44][C:43]([O:46][CH3:47])=[CH:42][CH:41]=2)[C:9]2[N:14]=[CH:13][C:12]([C:15]3[C:16]4[CH2:29][CH2:28][N:27]([C:30]5[CH:38]=[CH:37][C:33]([C:34]([OH:36])=O)=[CH:32][CH:31]=5)[C:17]=4[N:18]=[C:19]([N:21]4[CH2:26][CH2:25][O:24][CH2:23][CH2:22]4)[N:20]=3)=[CH:11][N:10]=2)=[CH:5][CH:4]=1.[CH2:50]([N:52]1[CH2:57][CH2:56][NH:55][CH2:54][CH2:53]1)[CH3:51], predict the reaction product. The product is: [CH3:47][O:46][C:43]1[CH:42]=[CH:41][C:40]([CH2:39][N:8]([CH2:7][C:6]2[CH:48]=[CH:49][C:3]([O:2][CH3:1])=[CH:4][CH:5]=2)[C:9]2[N:10]=[CH:11][C:12]([C:15]3[C:16]4[CH2:29][CH2:28][N:27]([C:30]5[CH:31]=[CH:32][C:33]([C:34]([N:55]6[CH2:56][CH2:57][N:52]([CH2:50][CH3:51])[CH2:53][CH2:54]6)=[O:36])=[CH:37][CH:38]=5)[C:17]=4[N:18]=[C:19]([N:21]4[CH2:22][CH2:23][O:24][CH2:25][CH2:26]4)[N:20]=3)=[CH:13][N:14]=2)=[CH:45][CH:44]=1. (6) Given the reactants [NH2:1][CH2:2][CH2:3][C:4]1[CH:9]=[CH:8][C:7]([NH:10][C:11]([C:13]2[CH:14]=[C:15]([S:19]([C:22]3[CH:23]=[C:24]4[C:29](=[C:30]([CH3:32])[CH:31]=3)[N:28]=[CH:27][C:26]([C:33]([NH2:35])=[O:34])=[C:25]4[NH:36][C:37]3[CH:42]=[CH:41][CH:40]=[C:39]([O:43][CH3:44])[CH:38]=3)(=[O:21])=[O:20])[CH:16]=[CH:17][CH:18]=2)=[O:12])=[CH:6][CH:5]=1.[CH2:45]([O:52][C:53]1[CH:54]=[CH:55][C:56]([C@@H:64]([O:67][Si:68]([C:71]([CH3:74])([CH3:73])[CH3:72])([CH3:70])[CH3:69])[CH2:65]Br)=[C:57]2[C:62]=1[NH:61][C:60](=[O:63])[CH:59]=[CH:58]2)[C:46]1[CH:51]=[CH:50][CH:49]=[CH:48][CH:47]=1.[I-].[Na+].C([O-])([O-])=O.[K+].[K+], predict the reaction product. The product is: [CH2:45]([O:52][C:53]1[CH:54]=[CH:55][C:56]([C@@H:64]([O:67][Si:68]([C:71]([CH3:72])([CH3:74])[CH3:73])([CH3:70])[CH3:69])[CH2:65][NH:1][CH2:2][CH2:3][C:4]2[CH:9]=[CH:8][C:7]([NH:10][C:11]([C:13]3[CH:14]=[C:15]([S:19]([C:22]4[CH:23]=[C:24]5[C:29](=[C:30]([CH3:32])[CH:31]=4)[N:28]=[CH:27][C:26]([C:33]([NH2:35])=[O:34])=[C:25]5[NH:36][C:37]4[CH:42]=[CH:41][CH:40]=[C:39]([O:43][CH3:44])[CH:38]=4)(=[O:20])=[O:21])[CH:16]=[CH:17][CH:18]=3)=[O:12])=[CH:6][CH:5]=2)=[C:57]2[C:62]=1[NH:61][C:60](=[O:63])[CH:59]=[CH:58]2)[C:46]1[CH:47]=[CH:48][CH:49]=[CH:50][CH:51]=1. (7) Given the reactants C(O[BH-](OC(=O)C)OC(=O)C)(=O)C.[Na+].[N:15]1[C:24]2[C:23](=O)[CH2:22][CH2:21][CH2:20][C:19]=2[CH:18]=[CH:17][CH:16]=1.[CH3:26][O:27][C:28]1[CH:33]=[CH:32][C:31]([C@@H:34]([NH2:36])[CH3:35])=[CH:30][CH:29]=1, predict the reaction product. The product is: [CH3:26][O:27][C:28]1[CH:33]=[CH:32][C:31]([C@@H:34]([NH:36][C@@H:23]2[C:24]3[N:15]=[CH:16][CH:17]=[CH:18][C:19]=3[CH2:20][CH2:21][CH2:22]2)[CH3:35])=[CH:30][CH:29]=1. (8) Given the reactants [CH:1]1([C:5]([C:7]2[CH:12]=[CH:11][CH:10]=[CH:9][C:8]=2[CH2:13][OH:14])=[CH2:6])[CH2:4][CH2:3][CH2:2]1, predict the reaction product. The product is: [CH:1]1([C:5]([C:7]2[CH:12]=[CH:11][CH:10]=[CH:9][C:8]=2[CH:13]=[O:14])=[CH2:6])[CH2:4][CH2:3][CH2:2]1.